From a dataset of Forward reaction prediction with 1.9M reactions from USPTO patents (1976-2016). Predict the product of the given reaction. (1) The product is: [N+:8]([C:3]1[CH:4]=[CH:5][CH:6]=[CH:7][C:2]=1[NH:11][C:12]1[CH:13]=[C:14]([CH:17]=[CH:18][CH:19]=1)[C:15]#[N:16])([O-:10])=[O:9]. Given the reactants F[C:2]1[CH:7]=[CH:6][CH:5]=[CH:4][C:3]=1[N+:8]([O-:10])=[O:9].[NH2:11][C:12]1[CH:13]=[C:14]([CH:17]=[CH:18][CH:19]=1)[C:15]#[N:16].C(=O)([O-])[O-].[K+].[K+], predict the reaction product. (2) Given the reactants [CH:1]([C:3]1([C:9]2[CH:14]=[CH:13][C:12]([NH:15][C:16]([C:18]3[NH:19][CH:20]=[C:21]([C:23]#[N:24])[N:22]=3)=[O:17])=[C:11]([N:25]3[CH2:30][CH2:29][CH:28]([CH3:31])[CH2:27][CH2:26]3)[CH:10]=2)[CH2:8][CH2:7][O:6][CH2:5][CH2:4]1)=O.[NH:32]1[CH2:36][CH2:35][CH2:34][CH2:33]1, predict the reaction product. The product is: [CH3:31][CH:28]1[CH2:27][CH2:26][N:25]([C:11]2[CH:10]=[C:9]([C:3]3([CH2:1][N:32]4[CH2:36][CH2:35][CH2:34][CH2:33]4)[CH2:4][CH2:5][O:6][CH2:7][CH2:8]3)[CH:14]=[CH:13][C:12]=2[NH:15][C:16]([C:18]2[NH:19][CH:20]=[C:21]([C:23]#[N:24])[N:22]=2)=[O:17])[CH2:30][CH2:29]1. (3) Given the reactants CN1CC[O:5]CC1.[F:8][C:9]1[CH:10]=[C:11]([N:22]2[CH2:26][C@H:25]([CH2:27][NH:28][C:29](=[O:31])[CH3:30])[O:24][C:23]2=[O:32])[CH:12]=[CH:13][C:14]=1[N:15]1[CH2:20][CH2:19][S:18](=[O:21])[CH2:17][CH2:16]1.FC(F)(F)C(OC(=O)C(F)(F)F)=O, predict the reaction product. The product is: [O:21]=[S:18]1(=[O:5])[CH:17]=[CH:16][N:15]([C:14]2[CH:13]=[CH:12][C:11]([N:22]3[CH2:26][C@H:25]([CH2:27][NH:28][C:29](=[O:31])[CH3:30])[O:24][C:23]3=[O:32])=[CH:10][C:9]=2[F:8])[CH2:20][CH2:19]1. (4) Given the reactants [NH:1](C(OC(C)(C)C)=O)[C@H:2]([C:8]([NH:10][C@H:11]([C:29]([N:31]1[CH2:70][CH2:69][CH2:68][C@H:32]1[C:33]([NH:35][C@H:36]([C:38]([NH:40][C@H:41]([C:58]([O:60]CC1C=CC=CC=1)=[O:59])[CH2:42][CH2:43][CH2:44][CH2:45][NH:46]C(OCC1C=CC=CC=1Cl)=O)=[O:39])[CH3:37])=[O:34])=[O:30])[CH2:12][CH2:13][CH2:14][NH:15][C:16](=[NH:28])[NH:17]S(C1C=CC(C)=CC=1)(=O)=O)=[O:9])[CH2:3][CH2:4][C:5](=[O:7])[NH2:6].C1(OC)C=CC=CC=1, predict the reaction product. The product is: [NH2:1][C@H:2]([C:8]([NH:10][C@H:11]([C:29]([N:31]1[CH2:70][CH2:69][CH2:68][C@H:32]1[C:33]([NH:35][C@H:36]([C:38]([NH:40][C@H:41]([C:58]([OH:60])=[O:59])[CH2:42][CH2:43][CH2:44][CH2:45][NH2:46])=[O:39])[CH3:37])=[O:34])=[O:30])[CH2:12][CH2:13][CH2:14][NH:15][C:16](=[NH:17])[NH2:28])=[O:9])[CH2:3][CH2:4][C:5](=[O:7])[NH2:6].